Dataset: Full USPTO retrosynthesis dataset with 1.9M reactions from patents (1976-2016). Task: Predict the reactants needed to synthesize the given product. (1) The reactants are: [C:1]([C:4]1[C:5]([O:18][CH2:19][CH3:20])=[C:6]([CH:12]2[CH2:16][O:15][C:14](=[O:17])[NH:13]2)[C:7]([F:11])=[C:8]([Cl:10])[CH:9]=1)(=[O:3])[CH3:2].[BH4-].[Na+]. Given the product [Cl:10][C:8]1[C:7]([F:11])=[C:6]([CH:12]2[CH2:16][O:15][C:14](=[O:17])[NH:13]2)[C:5]([O:18][CH2:19][CH3:20])=[C:4]([CH:1]([OH:3])[CH3:2])[CH:9]=1, predict the reactants needed to synthesize it. (2) Given the product [CH2:3]([O:5][C:6]1[CH:11]=[C:10]([CH2:12][N:13]2[CH2:16][C:15]3([CH2:20][C:19]([N:21]4[CH2:26][CH2:25][C:24]([CH3:32])([C:27]([OH:29])=[O:28])[CH2:23][CH2:22]4)=[N:18][O:17]3)[CH:14]2[CH3:33])[CH:9]=[C:8]([O:34][CH2:35][CH3:36])[C:7]=1[C:37]1[CH:42]=[CH:41][C:40]([F:43])=[CH:39][CH:38]=1)[CH3:4], predict the reactants needed to synthesize it. The reactants are: [OH-].[Li+].[CH2:3]([O:5][C:6]1[CH:11]=[C:10]([CH2:12][N:13]2[CH2:16][C:15]3([CH2:20][C:19]([N:21]4[CH2:26][CH2:25][C:24]([CH3:32])([C:27]([O:29]CC)=[O:28])[CH2:23][CH2:22]4)=[N:18][O:17]3)[CH:14]2[CH3:33])[CH:9]=[C:8]([O:34][CH2:35][CH3:36])[C:7]=1[C:37]1[CH:42]=[CH:41][C:40]([F:43])=[CH:39][CH:38]=1)[CH3:4].C1COCC1.CO.